From a dataset of Reaction yield outcomes from USPTO patents with 853,638 reactions. Predict the reaction yield, written as a fraction of the theoretical maximum amount of product (1.0 means a 100% yield; for example, 0.34 means a 34% yield). (1) The reactants are [F:1][C:2]1[CH:7]=[CH:6][C:5]([C:8]([CH3:20])([CH3:19])[CH2:9][NH:10][C:11]2[CH:16]=CC(C=C)=[CH:13][N:12]=2)=[CH:4][CH:3]=1.[NH+]1([O-])CC[O:24]CC1.[CH2:28]1[CH2:32][O:31][CH2:30][CH2:29]1. The product is [F:1][C:2]1[CH:7]=[CH:6][C:5]([C:8]([CH3:20])([CH3:19])[CH2:9][NH:10][C:11]2[N:12]=[CH:13][C:29]([CH:28]([OH:24])[CH2:32][OH:31])=[CH:30][CH:16]=2)=[CH:4][CH:3]=1. The yield is 0.860. The catalyst is C1COCC1.O.O.[Os](=O)(=O)(=O)=O. (2) The reactants are [C:1]([O:5][C:6]([N:8]1[CH2:17][CH2:16][C:15]2[C:10](=[CH:11][C:12]([CH2:18]O)=[CH:13][CH:14]=2)[CH2:9]1)=[O:7])([CH3:4])([CH3:3])[CH3:2].CCN(CC)CC.[Br:27]P(Br)Br.C([O-])(O)=O.[Na+]. The catalyst is C(Cl)Cl.CCOC(C)=O. The product is [C:1]([O:5][C:6]([N:8]1[CH2:17][CH2:16][C:15]2[C:10](=[CH:11][C:12]([CH2:18][Br:27])=[CH:13][CH:14]=2)[CH2:9]1)=[O:7])([CH3:4])([CH3:3])[CH3:2]. The yield is 0.613. (3) The product is [F:39][C:38]([F:41])([F:40])[C:37]([C:34]1[CH:35]=[CH:36][C:31]([B:26]2[O:25][C:1]([CH3:6])([CH3:2])[C:20]([CH3:21])([CH3:48])[O:23]2)=[CH:32][CH:33]=1)([OH:46])[C:42]([F:45])([F:44])[F:43]. The reactants are [CH:1]1(P(C2CCCCC2)C2CCCCC2)[CH2:6]CCC[CH2:2]1.[C:20]([O-:23])(=O)[CH3:21].[K+].[O:25]1CCO[BH:26]1.Br[C:31]1[CH:36]=[CH:35][C:34]([C:37]([OH:46])([C:42]([F:45])([F:44])[F:43])[C:38]([F:41])([F:40])[F:39])=[CH:33][CH:32]=1.O1CCOC[CH2:48]1. The yield is 0.380. The catalyst is C1C=CC(/C=C/C(/C=C/C2C=CC=CC=2)=O)=CC=1.C1C=CC(/C=C/C(/C=C/C2C=CC=CC=2)=O)=CC=1.[Pd]. (4) The reactants are [Al+3].[Cl-].[Cl-].[Cl-].[C:5](Cl)(=[O:7])[CH3:6].C[O:10][C:11]1[CH:16]=[CH:15][C:14]([C:17]2([C:20]([O:22][CH3:23])=[O:21])[CH2:19][CH2:18]2)=[CH:13][CH:12]=1. The catalyst is C(=S)=S. The product is [CH3:23][O:22][C:20]([C:17]1([C:14]2[CH:15]=[CH:16][C:11]([OH:10])=[C:12]([C:5](=[O:7])[CH3:6])[CH:13]=2)[CH2:19][CH2:18]1)=[O:21]. The yield is 0.810. (5) The reactants are [CH3:1][CH:2]([O:4][CH2:5][CH2:6][OH:7])[CH3:3].Cl[C:9]1[N:10]=[C:11]([OH:19])[C:12]2[CH:18]=[CH:17][N:16]=[CH:15][C:13]=2[N:14]=1. No catalyst specified. The product is [CH3:1][CH:2]([O:4][CH2:5][CH2:6][O:7][C:9]1[N:10]=[C:11]([OH:19])[C:12]2[CH:18]=[CH:17][N:16]=[CH:15][C:13]=2[N:14]=1)[CH3:3]. The yield is 0.510. (6) The reactants are [CH2:1]([C:4]1[CH:9]=[CH:8][CH:7]=[C:6]([C:10]2[C:15]([Cl:16])=[CH:14][CH:13]=[CH:12][C:11]=2[Cl:17])[C:5]=1[OH:18])[CH:2]=[CH2:3]. The catalyst is ClCCl.CC#N.CC#N.Cl[Pd]Cl. The product is [Cl:16][C:15]1[CH:14]=[CH:13][CH:12]=[C:11]([Cl:17])[C:10]=1[C:6]1[C:5]([OH:18])=[C:4](/[CH:1]=[CH:2]/[CH3:3])[CH:9]=[CH:8][CH:7]=1. The yield is 0.960. (7) The catalyst is CC(C)=O.ClCCl. The yield is 0.790. The reactants are [NH2:1][C:2]1[N:7]=[C:6]2[N:8]([CH2:20][CH3:21])[C:9]([C:11]([N:13]([CH:17]3[CH2:19][CH2:18]3)[CH:14]3[CH2:16][CH2:15]3)=[O:12])=[CH:10][C:5]2=[C:4]2[N:22]([CH3:25])[CH:23]=[N:24][C:3]=12.[C:26]([N:34]=[C:35]=[S:36])(=O)[C:27]1C=CC=CC=1.[C:37]([O-])([O-:39])=[O:38].[K+].[K+].BrCC(=O)C(OCC)=O.[OH-].[Na+]. The product is [CH:14]1([N:13]([CH:17]2[CH2:19][CH2:18]2)[C:11]([C:9]2[N:8]([CH2:20][CH3:21])[C:6]3=[N:7][C:2]([NH:1][C:35]4[S:36][CH:27]=[C:26]([C:37]([OH:39])=[O:38])[N:34]=4)=[C:3]4[N:24]=[CH:23][N:22]([CH3:25])[C:4]4=[C:5]3[CH:10]=2)=[O:12])[CH2:16][CH2:15]1. (8) The reactants are [CH3:1][C:2]1[N:6]([CH2:7][C:8]([OH:10])=[O:9])[N:5]=[CH:4][CH:3]=1.C1C(=O)N([Cl:18])C(=O)C1. The catalyst is CC#N. The product is [Cl:18][C:3]1[CH:4]=[N:5][N:6]([CH2:7][C:8]([OH:10])=[O:9])[C:2]=1[CH3:1]. The yield is 1.00. (9) The reactants are [Cl:1][C:2]1[N:3]=[C:4](Cl)[C:5]2[N:11]=[C:10]([Cl:12])[N:9]=[C:8](Cl)[C:6]=2[N:7]=1.[CH2:15]([NH2:18])[CH2:16][CH3:17].O. The catalyst is C1COCC1. The product is [Cl:1][C:2]1[N:3]=[C:4]([NH:3][CH2:4][CH2:5][CH3:6])[C:5]2[N:11]=[C:10]([Cl:12])[N:9]=[C:8]([NH:18][CH2:15][CH2:16][CH3:17])[C:6]=2[N:7]=1. The yield is 0.970.